Predict the reactants needed to synthesize the given product. From a dataset of Full USPTO retrosynthesis dataset with 1.9M reactions from patents (1976-2016). (1) Given the product [Cl:21][C:6]1[CH:5]=[C:4]([C:22]2[CH:27]=[CH:26][C:25]([C:28]([N:37]3[CH2:38][CH2:39][CH:34]([C:33]([F:41])([F:40])[F:32])[CH2:35][CH2:36]3)=[O:30])=[CH:24][CH:23]=2)[CH:3]=[C:2]([Cl:1])[C:7]=1[CH2:8][C@@H:9]1[CH2:13][CH2:12][N:11]([CH:14]2[CH2:15][CH2:16][O:17][CH2:18][CH2:19]2)[C:10]1=[O:20], predict the reactants needed to synthesize it. The reactants are: [Cl:1][C:2]1[CH:3]=[C:4]([C:22]2[CH:27]=[CH:26][C:25]([C:28]([OH:30])=O)=[CH:24][CH:23]=2)[CH:5]=[C:6]([Cl:21])[C:7]=1[CH2:8][C@@H:9]1[CH2:13][CH2:12][N:11]([CH:14]2[CH2:19][CH2:18][O:17][CH2:16][CH2:15]2)[C:10]1=[O:20].Cl.[F:32][C:33]([F:41])([F:40])[CH:34]1[CH2:39][CH2:38][NH:37][CH2:36][CH2:35]1.ON1C2C=CC=CC=2N=N1.CN1CCOCC1.CCN=C=NCCCN(C)C.Cl. (2) Given the product [Br:21][C:18]1[CH:19]=[CH:20][N:16]([NH:15][C:13](=[O:14])[C@@H:12]([NH:11][C:9](=[O:10])[O:8][CH2:1][C:2]2[CH:3]=[CH:4][CH:5]=[CH:6][CH:7]=2)[CH3:26])[C:17]=1[C:22](=[O:24])[NH:35][C:33]1[CH:32]=[CH:31][CH:30]=[C:29]([C:28]([F:36])([F:27])[F:37])[N:34]=1, predict the reactants needed to synthesize it. The reactants are: [CH2:1]([O:8][C:9]([NH:11][C@@H:12]([CH3:26])[C:13]([NH:15][N:16]1[CH:20]=[CH:19][C:18]([Br:21])=[C:17]1[C:22]([O:24]C)=O)=[O:14])=[O:10])[C:2]1[CH:7]=[CH:6][CH:5]=[CH:4][CH:3]=1.[F:27][C:28]([F:37])([F:36])[C:29]1[N:34]=[C:33]([NH2:35])[CH:32]=[CH:31][CH:30]=1. (3) Given the product [Cl:41][C:42]1[CH:47]=[CH:46][C:45]([C:48]2[N:53]=[C:52]([CH2:34][C:33]3[CH:36]=[CH:37][C:30]([O:29][CH3:28])=[CH:31][CH:32]=3)[N:51]3[C:55](=[O:69])[N:56]([CH2:58][CH3:59])[N:57]=[C:50]3[C:49]=2[C:70]2[CH:71]=[CH:72][C:73]([Cl:76])=[CH:74][CH:75]=2)=[CH:44][CH:43]=1, predict the reactants needed to synthesize it. The reactants are: ClC1N2C(=O)NN=C2C(C2C=CC(Cl)=CC=2)=C(C2C=CC(Cl)=CC=2)N=1.[Cl-].[Cl-].[CH3:28][O:29][C:30]1[CH:37]=[CH:36][C:33]([CH2:34][Zn+])=[CH:32][CH:31]=1.ICC.[Cl:41][C:42]1[CH:47]=[CH:46][C:45]([C:48]2[N:53]=[C:52](C)[N:51]3[C:55](=[O:69])[N:56]([CH2:58][C:59]4C=CC(C(F)(F)F)=CC=4)[N:57]=[C:50]3[C:49]=2[C:70]2[CH:75]=[CH:74][C:73]([Cl:76])=[CH:72][CH:71]=2)=[CH:44][CH:43]=1.